This data is from Forward reaction prediction with 1.9M reactions from USPTO patents (1976-2016). The task is: Predict the product of the given reaction. (1) Given the reactants [NH2:1][C:2]1[CH:7]=[CH:6][C:5]([O:8][C:9]([F:12])([F:11])[F:10])=[CH:4][C:3]=1[C:13]([C:15]1[CH:20]=[CH:19][C:18]([F:21])=[CH:17][CH:16]=1)=O.[F:22][C:23]([F:31])([F:30])[C:24](=[O:29])[CH2:25][C:26](=O)[CH3:27].C(O)(C)C, predict the reaction product. The product is: [F:22][C:23]([F:31])([F:30])[C:24]([C:25]1[C:26]([CH3:27])=[N:1][C:2]2[C:3]([C:13]=1[C:15]1[CH:20]=[CH:19][C:18]([F:21])=[CH:17][CH:16]=1)=[CH:4][C:5]([O:8][C:9]([F:12])([F:11])[F:10])=[CH:6][CH:7]=2)=[O:29]. (2) Given the reactants Br[C:2]1[CH:7]=[CH:6][C:5]([Br:8])=[CH:4][N:3]=1.[C:9]1(B(O)O)[CH:14]=[CH:13][CH:12]=[CH:11][CH:10]=1.C(=O)([O-])[O-].[Na+].[Na+].C(O)C, predict the reaction product. The product is: [Br:8][C:5]1[CH:6]=[CH:7][C:2]([C:9]2[CH:14]=[CH:13][CH:12]=[CH:11][CH:10]=2)=[N:3][CH:4]=1. (3) Given the reactants Br[C:2]1[C:9]([O:10][CH3:11])=[C:8]([O:12][CH3:13])[CH:7]=[CH:6][C:3]=1[CH:4]=O.C([O-])([O-])=O.[K+].[K+].[SH:20][CH2:21][C:22]([O:24][CH2:25][CH3:26])=[O:23], predict the reaction product. The product is: [CH3:11][O:10][C:9]1[C:8]([O:12][CH3:13])=[CH:7][C:6]2[S:20][C:21]([C:22]([O:24][CH2:25][CH3:26])=[O:23])=[CH:4][C:3]=2[CH:2]=1. (4) The product is: [Br:1]/[C:16](=[C:21]1\[C:20]2[CH:29]=[CH:30][CH:25]=[CH:26][C:27]=2[O:35][CH2:36][C:8]2[CH:7]=[C:6]3[C:11]([CH:10]=[N:9][N:5]3[CH3:12])=[CH:39][C:38]\1=2)/[CH2:17][CH3:18]. Given the reactants [Br-:1].[Br-].[Br-].C[N:5]([CH3:12])[C:6]1[CH:11]=[CH:10][NH+:9]=[CH:8][CH:7]=1.CN([C:16]1[CH:21]=[CH:20][NH+]=[CH:18][CH:17]=1)C.CN([C:25]1[CH:30]=[CH:29][NH+]=[CH:27][CH:26]=1)C.O.C([O:35][CH2:36]C)(=O)C.[C:38](#N)[CH3:39], predict the reaction product. (5) Given the reactants [N+]([C:4]1[CH:11]=[C:10]([N+:12]([O-:14])=[O:13])[CH:9]=[CH:8][C:5]=1[CH:6]=O)([O-])=O.[SH:15][CH2:16][C:17]([O:19][CH3:20])=[O:18].C(N(CC)CC)C, predict the reaction product. The product is: [N+:12]([C:10]1[CH:9]=[CH:8][C:5]2[CH:6]=[C:16]([C:17]([O:19][CH3:20])=[O:18])[S:15][C:4]=2[CH:11]=1)([O-:14])=[O:13]. (6) Given the reactants [CH3:1][O:2][CH2:3][CH2:4][OH:5].[H-].[Na+].Br[C:9]1[CH:10]=[N:11][CH:12]=[C:13]([Br:15])[CH:14]=1, predict the reaction product. The product is: [Br:15][C:13]1[CH:12]=[N:11][CH:10]=[C:9]([O:5][CH2:4][CH2:3][O:2][CH3:1])[CH:14]=1.